From a dataset of NCI-60 drug combinations with 297,098 pairs across 59 cell lines. Regression. Given two drug SMILES strings and cell line genomic features, predict the synergy score measuring deviation from expected non-interaction effect. Drug 1: CC=C1C(=O)NC(C(=O)OC2CC(=O)NC(C(=O)NC(CSSCCC=C2)C(=O)N1)C(C)C)C(C)C. Drug 2: C(=O)(N)NO. Cell line: UACC-257. Synergy scores: CSS=64.0, Synergy_ZIP=-0.249, Synergy_Bliss=-1.28, Synergy_Loewe=-66.4, Synergy_HSA=-1.67.